From a dataset of Reaction yield outcomes from USPTO patents with 853,638 reactions. Predict the reaction yield, written as a fraction of the theoretical maximum amount of product (1.0 means a 100% yield; for example, 0.34 means a 34% yield). (1) The reactants are Cl[C:2]1[N:7]=[C:6]([N:8]([CH3:18])[C:9]2[C:17]3[O:16][CH:15]=[N:14][C:13]=3[CH:12]=[CH:11][CH:10]=2)[CH:5]=[CH:4][N:3]=1.[N:19]1([C:25]2[CH:26]=[C:27]([CH:29]=[C:30]([N:32]3[CH2:37][CH2:36][O:35][CH2:34][CH2:33]3)[CH:31]=2)[NH2:28])[CH2:24][CH2:23][O:22][CH2:21][CH2:20]1. No catalyst specified. The product is [O:16]1[C:17]2[C:9]([N:8]([CH3:18])[C:6]3[CH:5]=[CH:4][N:3]=[C:2]([NH:28][C:27]4[CH:26]=[C:25]([N:19]5[CH2:24][CH2:23][O:22][CH2:21][CH2:20]5)[CH:31]=[C:30]([N:32]5[CH2:37][CH2:36][O:35][CH2:34][CH2:33]5)[CH:29]=4)[N:7]=3)=[CH:10][CH:11]=[CH:12][C:13]=2[N:14]=[CH:15]1. The yield is 0.0400. (2) The reactants are [Br:1][C:2]1[C:8]([C:9]([F:12])([F:11])[F:10])=[CH:7][C:5]([NH2:6])=[C:4]([F:13])[CH:3]=1.[C:14](OC(=O)C)(=[O:16])[CH3:15]. The catalyst is N1C=CC=CC=1. The product is [Br:1][C:2]1[C:8]([C:9]([F:10])([F:11])[F:12])=[CH:7][C:5]([NH:6][C:14](=[O:16])[CH3:15])=[C:4]([F:13])[CH:3]=1. The yield is 0.830. (3) The reactants are [Cl:1][C:2]1[N:7]=[CH:6][C:5]([N:8]2[CH2:14][C@@H:13]3[C@H:9]2[CH2:10][N:11](C(OCC2C=CC=CC=2)=O)[CH2:12]3)=[CH:4][C:3]=1[CH3:25]. The catalyst is FC(F)(F)C(O)=O. The product is [Cl:1][C:2]1[N:7]=[CH:6][C:5]([N:8]2[CH2:14][C@@H:13]3[C@H:9]2[CH2:10][NH:11][CH2:12]3)=[CH:4][C:3]=1[CH3:25]. The yield is 0.800. (4) The yield is 0.360. The reactants are I[C:2]1[C:10]2[C:5](=[N:6][CH:7]=[C:8]([C:11]3[CH:16]=[CH:15][C:14]([N:17]4[CH2:22][CH2:21][N:20]([C:23]([O:25][C:26]([CH3:29])([CH3:28])[CH3:27])=[O:24])[CH2:19][CH2:18]4)=[CH:13][CH:12]=3)[CH:9]=2)[N:4]([S:30]([C:33]2[CH:39]=[CH:38][C:36]([CH3:37])=[CH:35][CH:34]=2)(=[O:32])=[O:31])[CH:3]=1.[CH3:40][C:41]1[C:45](B2OC(C)(C)C(C)(C)O2)=[C:44]([CH3:55])[N:43]([CH2:56][C:57]2[CH:58]=[C:59]([CH:62]=[CH:63][CH:64]=2)[C:60]#[N:61])[N:42]=1.C(=O)([O-])[O-].[Na+].[Na+]. The product is [C:60]([C:59]1[CH:58]=[C:57]([CH:64]=[CH:63][CH:62]=1)[CH2:56][N:43]1[C:44]([CH3:55])=[C:45]([C:2]2[C:10]3[C:5](=[N:6][CH:7]=[C:8]([C:11]4[CH:16]=[CH:15][C:14]([N:17]5[CH2:22][CH2:21][N:20]([C:23]([O:25][C:26]([CH3:29])([CH3:28])[CH3:27])=[O:24])[CH2:19][CH2:18]5)=[CH:13][CH:12]=4)[CH:9]=3)[N:4]([S:30]([C:33]3[CH:39]=[CH:38][C:36]([CH3:37])=[CH:35][CH:34]=3)(=[O:32])=[O:31])[CH:3]=2)[C:41]([CH3:40])=[N:42]1)#[N:61]. The catalyst is C1C=CC(P(C2C=CC=CC=2)[C-]2C=CC=C2)=CC=1.C1C=CC(P(C2C=CC=CC=2)[C-]2C=CC=C2)=CC=1.Cl[Pd]Cl.[Fe+2].C1(C)C=CC=CC=1.C(O)C.O. (5) The reactants are [N:1]1[CH:6]=[CH:5][CH:4]=[CH:3][C:2]=1[C:7]1[C:8]([NH2:13])=[N:9][NH:10][C:11]=1[NH2:12].[N:14]1[CH:19]=[CH:18][C:17]([CH:20]([CH:23]=O)[CH:21]=O)=[CH:16][CH:15]=1. The catalyst is C(O)C.C(O)(=O)C. The product is [N:1]1[CH:6]=[CH:5][CH:4]=[CH:3][C:2]=1[C:7]1[C:11]([NH2:12])=[N:10][N:9]2[CH:23]=[C:20]([C:17]3[CH:18]=[CH:19][N:14]=[CH:15][CH:16]=3)[CH:21]=[N:13][C:8]=12. The yield is 0.620. (6) The reactants are [F:1][C:2]1[CH:3]=[C:4]([SH:9])[CH:5]=[CH:6][C:7]=1[F:8].[CH2:10](I)[CH3:11].C([O-])([O-])=O.[K+].[K+].O. The catalyst is CN(C=O)C. The product is [F:1][C:2]1[CH:3]=[C:4]([S:9][CH2:10][CH3:11])[CH:5]=[CH:6][C:7]=1[F:8]. The yield is 0.890. (7) The reactants are [F:1][C:2]1[CH:3]=[C:4]([CH:8]=[CH:9][CH:10]=1)[C:5]([OH:7])=[O:6].[N+:11]([O-])([OH:13])=[O:12]. The catalyst is OS(O)(=O)=O. The product is [F:1][C:2]1[CH:10]=[CH:9][C:8]([N+:11]([O-:13])=[O:12])=[C:4]([CH:3]=1)[C:5]([OH:7])=[O:6]. The yield is 0.920. (8) The reactants are [CH2:1]([O:3][C:4](=[O:31])[C:5]([O:23][C:24]1[CH:29]=[CH:28][CH:27]=[C:26]([Br:30])[CH:25]=1)([CH3:22])[CH:6]([C:8]1[CH:13]=[CH:12][C:11]([O:14][CH2:15][C:16]2[CH:21]=[CH:20][CH:19]=[CH:18][CH:17]=2)=[CH:10][CH:9]=1)O)[CH3:2].C([SiH](CC)CC)C.B(F)(F)F.CCOCC. The catalyst is C(Cl)Cl. The product is [CH2:1]([O:3][C:4](=[O:31])[C:5]([O:23][C:24]1[CH:29]=[CH:28][CH:27]=[C:26]([Br:30])[CH:25]=1)([CH3:22])[CH2:6][C:8]1[CH:9]=[CH:10][C:11]([O:14][CH2:15][C:16]2[CH:21]=[CH:20][CH:19]=[CH:18][CH:17]=2)=[CH:12][CH:13]=1)[CH3:2]. The yield is 0.380. (9) The reactants are I[C:2]1[C:3]([O:20][CH3:21])=[CH:4][C:5]([CH:17]([CH3:19])[CH3:18])=[C:6]([CH:16]=1)[O:7][C:8]1[C:9]([NH2:15])=[N:10][C:11]([NH2:14])=[N:12][CH:13]=1.[C:22]([Cu])#[N:23].O. The catalyst is CN(C=O)C. The product is [NH2:14][C:11]1[N:10]=[C:9]([NH2:15])[C:8]([O:7][C:6]2[C:5]([CH:17]([CH3:19])[CH3:18])=[CH:4][C:3]([O:20][CH3:21])=[C:2]([CH:16]=2)[C:22]#[N:23])=[CH:13][N:12]=1. The yield is 0.440.